Task: Predict the product of the given reaction.. Dataset: Forward reaction prediction with 1.9M reactions from USPTO patents (1976-2016) (1) Given the reactants [Li+].[OH-].C[O:4][C:5]([C:7]1[CH:8]=[C:9]2[C:13](=[CH:14][CH:15]=1)[CH2:12][CH2:11][CH:10]2NS(C1C(C)=CC(OC)=CC=1C)(=O)=O)=[O:6], predict the reaction product. The product is: [CH2:12]1[C:13]2[C:9](=[CH:8][C:7]([C:5]([OH:6])=[O:4])=[CH:15][CH:14]=2)[CH2:10][CH2:11]1. (2) Given the reactants [C:1]([O:4][CH2:5][CH2:6][NH:7][C:8]1[C:13]([CH3:14])=[C:12]([CH3:15])[N:11]=[C:10]([O:16][C:17]2[CH:22]=[CH:21][CH:20]=[CH:19][CH:18]=2)[C:9]=1[NH2:23])(=[O:3])[CH3:2].[C:24](OCC)(OCC)(OCC)[CH3:25], predict the reaction product. The product is: [C:1]([O:4][CH2:5][CH2:6][N:7]1[C:8]2[C:13]([CH3:14])=[C:12]([CH3:15])[N:11]=[C:10]([O:16][C:17]3[CH:18]=[CH:19][CH:20]=[CH:21][CH:22]=3)[C:9]=2[N:23]=[C:24]1[CH3:25])(=[O:3])[CH3:2]. (3) The product is: [CH2:30]([N:16]1[C:15](=[O:20])[C:14]2([CH2:13][CH2:12][NH:11][CH2:22][CH2:21]2)[O:18][C:17]1=[O:19])[CH2:31][CH3:32]. Given the reactants C(OC([N:11]1[CH2:22][CH2:21][C:14]2([O:18][C:17](=[O:19])[NH:16][C:15]2=[O:20])[CH2:13][CH2:12]1)=O)C1C=CC=CC=1.C(=O)([O-])[O-].[K+].[K+].Br[CH2:30][CH2:31][CH3:32], predict the reaction product. (4) Given the reactants I[C:2]1[CH:11]=[C:10]2[C:5]([CH:6]=[C:7]([C:16]([O:18][CH2:19][CH3:20])=[O:17])[CH:8]([C:12]([F:15])([F:14])[F:13])[O:9]2)=[CH:4][CH:3]=1.[N:21]1[CH:26]=[CH:25][CH:24]=[C:23](B(O)O)[CH:22]=1.[C:30]([O-])([O-])=[O:31].[K+].[K+].[C]=O, predict the reaction product. The product is: [N:21]1[CH:26]=[CH:25][CH:24]=[C:23]([C:30]([C:2]2[CH:11]=[C:10]3[C:5]([CH:6]=[C:7]([C:16]([O:18][CH2:19][CH3:20])=[O:17])[CH:8]([C:12]([F:15])([F:14])[F:13])[O:9]3)=[CH:4][CH:3]=2)=[O:31])[CH:22]=1. (5) Given the reactants [C:1]([O:9][C:10]1[C:11]([C:29]([O:31][CH3:32])=[O:30])=[N:12][C:13]([CH:17]2[CH2:21][CH2:20][CH2:19][N:18]2[C:22]([O:24][C:25]([CH3:28])([CH3:27])[CH3:26])=[O:23])=[N:14][C:15]=1[OH:16])(=[O:8])[C:2]1[CH:7]=[CH:6][CH:5]=[CH:4][CH:3]=1.[CH3:33]I, predict the reaction product. The product is: [C:1]([O:9][C:10]1[C:15](=[O:16])[N:14]([CH3:33])[C:13]([CH:17]2[CH2:21][CH2:20][CH2:19][N:18]2[C:22]([O:24][C:25]([CH3:26])([CH3:27])[CH3:28])=[O:23])=[N:12][C:11]=1[C:29]([O:31][CH3:32])=[O:30])(=[O:8])[C:2]1[CH:7]=[CH:6][CH:5]=[CH:4][CH:3]=1. (6) Given the reactants [CH2:1]([O:3][C:4](=[O:24])[C:5]1[CH:10]=[CH:9][CH:8]=[C:7]([S:11][C:12]2[C:20]3[C:15](=[C:16]([CH3:22])[C:17]([Cl:21])=[CH:18][CH:19]=3)[NH:14][C:13]=2[CH3:23])[CH:6]=1)[CH3:2].Br[C:26]1[CH:27]=[N:28][N:29]([CH2:31][CH3:32])[CH:30]=1, predict the reaction product. The product is: [CH2:1]([O:3][C:4](=[O:24])[C:5]1[CH:10]=[CH:9][CH:8]=[C:7]([S:11][C:12]2[C:20]3[C:15](=[C:16]([CH3:22])[C:17]([Cl:21])=[CH:18][CH:19]=3)[N:14]([C:26]3[CH:27]=[N:28][N:29]([CH2:31][CH3:32])[CH:30]=3)[C:13]=2[CH3:23])[CH:6]=1)[CH3:2]. (7) Given the reactants Cl.[Cl:2][C:3]1[CH:4]=[C:5]([C:13]2[O:17][N:16]=[C:15]([C:18]3[C:28]4[O:27][CH2:26][CH2:25][N:24](C(OC(C)(C)C)=O)[CH:23]([CH2:36][CH2:37][CH2:38][C:39]([OH:41])=[O:40])[C:22]=4[CH:21]=[CH:20][CH:19]=3)[N:14]=2)[CH:6]=[N:7][C:8]=1[O:9][CH:10]([CH3:12])[CH3:11], predict the reaction product. The product is: [ClH:2].[Cl:2][C:3]1[CH:4]=[C:5]([C:13]2[O:17][N:16]=[C:15]([C:18]3[C:28]4[O:27][CH2:26][CH2:25][NH:24][CH:23]([CH2:36][CH2:37][CH2:38][C:39]([OH:41])=[O:40])[C:22]=4[CH:21]=[CH:20][CH:19]=3)[N:14]=2)[CH:6]=[N:7][C:8]=1[O:9][CH:10]([CH3:12])[CH3:11]. (8) Given the reactants [CH3:1][C:2]1([CH3:42])[N:6]([CH2:7][CH2:8][CH2:9][CH2:10][CH2:11][CH2:12]CCCSCCCC(F)(F)C(F)(F)F)[C:5](=[O:27])[N:4]([C:28]2[CH:33]=[CH:32][C:31]([N+:34]([O-:36])=[O:35])=[C:30]([C:37]([F:40])([F:39])[F:38])[CH:29]=2)[C:3]1=[O:41].CS(OCCCCC[CH2:53][CH2:54][CH2:55][CH2:56][S:57][CH2:58][CH2:59][CH2:60][C:61]([F:67])([F:66])[C:62]([F:65])([F:64])[F:63])(=O)=O, predict the reaction product. The product is: [CH3:42][C:2]1([CH3:1])[N:6]([CH2:7][CH2:8][CH2:9][CH2:10][CH2:11][CH2:12][CH2:53][CH2:54][CH2:55][CH2:56][S:57][CH2:58][CH2:59][CH2:60][C:61]([F:67])([F:66])[C:62]([F:63])([F:65])[F:64])[C:5](=[O:27])[N:4]([C:28]2[CH:33]=[CH:32][C:31]([N+:34]([O-:36])=[O:35])=[C:30]([C:37]([F:38])([F:40])[F:39])[CH:29]=2)[C:3]1=[O:41]. (9) The product is: [CH2:41]([O:42][C:43](=[O:38])[O:14][C:13]1[C:12]2([CH2:19][CH2:18][N:17]([O:20][CH3:21])[CH2:16][CH2:15]2)[N:11]([O:22][C:33]([O:35][CH2:36][CH3:37])=[O:34])[C:10](=[O:23])[C:9]=1[C:5]1[C:6]([CH3:8])=[CH:7][C:2]([Cl:1])=[CH:3][C:4]=1[CH3:24])[CH3:40]. Given the reactants [Cl:1][C:2]1[CH:7]=[C:6]([CH3:8])[C:5]([C:9]2[C:10](=[O:23])[N:11]([OH:22])[C:12]3([CH2:19][CH2:18][N:17]([O:20][CH3:21])[CH2:16][CH2:15]3)[C:13]=2[OH:14])=[C:4]([CH3:24])[CH:3]=1.C(N(CC)CC)C.Cl[C:33]([O:35][CH2:36][CH3:37])=[O:34].[OH2:38].C1[CH2:43][O:42][CH2:41][CH2:40]1, predict the reaction product.